From a dataset of Full USPTO retrosynthesis dataset with 1.9M reactions from patents (1976-2016). Predict the reactants needed to synthesize the given product. (1) Given the product [Br:18][CH2:1][C:2]1[N:3]=[CH:4][C:5]([C:8]2[CH:9]=[CH:10][C:11]([C:14]([F:17])([F:15])[F:16])=[CH:12][CH:13]=2)=[CH:6][N:7]=1, predict the reactants needed to synthesize it. The reactants are: [CH3:1][C:2]1[N:7]=[CH:6][C:5]([C:8]2[CH:13]=[CH:12][C:11]([C:14]([F:17])([F:16])[F:15])=[CH:10][CH:9]=2)=[CH:4][N:3]=1.[Br:18]N1C(=O)CCC1=O.N(C(C)(C)C#N)=NC(C)(C)C#N. (2) Given the product [Cl:11][C:8]1[CH:9]=[CH:10][C:5]([CH:4]([O:12][CH:13]2[CH2:18][CH2:17][NH:16][CH2:15][CH2:14]2)[C:5]2[CH:10]=[CH:9][C:8]([Cl:11])=[CH:7][CH:6]=2)=[CH:6][CH:7]=1, predict the reactants needed to synthesize it. The reactants are: ClC1C=CC=CC=1[CH:4]([O:12][CH:13]1[CH2:18][CH2:17][NH:16][CH2:15][CH2:14]1)[C:5]1[CH:10]=[CH:9][C:8]([Cl:11])=[CH:7][CH:6]=1. (3) Given the product [Cl:16][C:15]1([Cl:18])[CH2:1][C:2]([CH3:9])([CH3:3])[CH2:7][NH:6][C:5]1=[O:8], predict the reactants needed to synthesize it. The reactants are: [CH3:1][C:2]1([CH3:9])[CH2:7][NH:6][C:5](=[O:8])C[CH2:3]1.S(Cl)(Cl)(=O)=O.[CH:15]([Cl:18])(Cl)[Cl:16]. (4) The reactants are: [CH3:1][O:2][NH3+:3].[Cl-].[Br:5][C:6]1[CH:7]=[CH:8][C:9]([S:14][CH2:15][CH3:16])=[C:10]([CH:13]=1)[CH:11]=O.O. Given the product [CH3:1][O:2][N:3]=[CH:11][C:10]1[CH:13]=[C:6]([Br:5])[CH:7]=[CH:8][C:9]=1[S:14][CH2:15][CH3:16], predict the reactants needed to synthesize it. (5) The reactants are: [I:1][C:2]1[C:10]2[C:5](=[N:6][CH:7]=[CH:8][CH:9]=2)[NH:4][N:3]=1.[CH3:11]C(C)([O-])C.[K+].IC. Given the product [I:1][C:2]1[C:10]2[C:5](=[N:6][CH:7]=[CH:8][CH:9]=2)[N:4]([CH3:11])[N:3]=1, predict the reactants needed to synthesize it.